Task: Predict the reactants needed to synthesize the given product.. Dataset: Full USPTO retrosynthesis dataset with 1.9M reactions from patents (1976-2016) (1) Given the product [Cl:21][C:5]1[C:6]([NH:8][C@@H:9]2[CH2:14][CH2:13][CH2:12][CH2:11][C@H:10]2[N:15]([CH3:20])[S:16]([CH3:19])(=[O:18])=[O:17])=[N:7][C:2]([NH:22][C:23]2[CH:36]=[CH:35][C:26]3[NH:27][C:28](=[O:34])[CH2:29][CH2:30][C:31]([CH3:33])([CH3:32])[C:25]=3[CH:24]=2)=[N:3][CH:4]=1, predict the reactants needed to synthesize it. The reactants are: Cl[C:2]1[N:7]=[C:6]([NH:8][C@@H:9]2[CH2:14][CH2:13][CH2:12][CH2:11][C@H:10]2[N:15]([CH3:20])[S:16]([CH3:19])(=[O:18])=[O:17])[C:5]([Cl:21])=[CH:4][N:3]=1.[NH2:22][C:23]1[CH:36]=[CH:35][C:26]2[NH:27][C:28](=[O:34])[CH2:29][CH2:30][C:31]([CH3:33])([CH3:32])[C:25]=2[CH:24]=1.C12(CS(O)(=O)=O)C(C)(C)C(CC1)CC2=O.C(=O)([O-])[O-]. (2) Given the product [CH:10]1[C:6]2[C:1](=[CH:2][CH:3]=[CH:4][CH:5]=2)[CH2:7][CH2:8][N:9]=1, predict the reactants needed to synthesize it. The reactants are: [C:1]1([CH2:7][CH2:8][NH:9][CH:10]=O)[CH:6]=[CH:5][CH:4]=[CH:3][CH:2]=1.[OH-].[Na+].